Dataset: Merck oncology drug combination screen with 23,052 pairs across 39 cell lines. Task: Regression. Given two drug SMILES strings and cell line genomic features, predict the synergy score measuring deviation from expected non-interaction effect. (1) Drug 1: CN(Cc1cnc2nc(N)nc(N)c2n1)c1ccc(C(=O)NC(CCC(=O)O)C(=O)O)cc1. Drug 2: Cc1nc(Nc2ncc(C(=O)Nc3c(C)cccc3Cl)s2)cc(N2CCN(CCO)CC2)n1. Cell line: DLD1. Synergy scores: synergy=-7.32. (2) Drug 1: COC1CC2CCC(C)C(O)(O2)C(=O)C(=O)N2CCCCC2C(=O)OC(C(C)CC2CCC(OP(C)(C)=O)C(OC)C2)CC(=O)C(C)C=C(C)C(O)C(OC)C(=O)C(C)CC(C)C=CC=CC=C1C. Drug 2: Cn1cc(-c2cnn3c(N)c(Br)c(C4CCCNC4)nc23)cn1. Cell line: OCUBM. Synergy scores: synergy=32.4. (3) Drug 1: CN(Cc1cnc2nc(N)nc(N)c2n1)c1ccc(C(=O)NC(CCC(=O)O)C(=O)O)cc1. Drug 2: CS(=O)(=O)CCNCc1ccc(-c2ccc3ncnc(Nc4ccc(OCc5cccc(F)c5)c(Cl)c4)c3c2)o1. Cell line: RPMI7951. Synergy scores: synergy=9.59. (4) Drug 1: NC1(c2ccc(-c3nc4ccn5c(=O)[nH]nc5c4cc3-c3ccccc3)cc2)CCC1. Drug 2: CNC(=O)c1cc(Oc2ccc(NC(=O)Nc3ccc(Cl)c(C(F)(F)F)c3)cc2)ccn1. Cell line: DLD1. Synergy scores: synergy=26.8. (5) Drug 1: CN(C)C(=N)N=C(N)N. Drug 2: O=C(NOCC(O)CO)c1ccc(F)c(F)c1Nc1ccc(I)cc1F. Cell line: NCIH1650. Synergy scores: synergy=-6.64.